Dataset: NCI-60 drug combinations with 297,098 pairs across 59 cell lines. Task: Regression. Given two drug SMILES strings and cell line genomic features, predict the synergy score measuring deviation from expected non-interaction effect. (1) Drug 1: CN1C(=O)N2C=NC(=C2N=N1)C(=O)N. Drug 2: C1=NC(=NC(=O)N1C2C(C(C(O2)CO)O)O)N. Cell line: A549. Synergy scores: CSS=-0.857, Synergy_ZIP=-1.78, Synergy_Bliss=-1.62, Synergy_Loewe=-11.8, Synergy_HSA=-4.64. (2) Drug 1: CC1=C2C(C(=O)C3(C(CC4C(C3C(C(C2(C)C)(CC1OC(=O)C(C(C5=CC=CC=C5)NC(=O)OC(C)(C)C)O)O)OC(=O)C6=CC=CC=C6)(CO4)OC(=O)C)OC)C)OC. Drug 2: C1CCC(C1)C(CC#N)N2C=C(C=N2)C3=C4C=CNC4=NC=N3. Cell line: OVCAR-4. Synergy scores: CSS=33.1, Synergy_ZIP=-2.24, Synergy_Bliss=1.13, Synergy_Loewe=-47.7, Synergy_HSA=1.13. (3) Drug 1: CCC1=CC2CC(C3=C(CN(C2)C1)C4=CC=CC=C4N3)(C5=C(C=C6C(=C5)C78CCN9C7C(C=CC9)(C(C(C8N6C)(C(=O)OC)O)OC(=O)C)CC)OC)C(=O)OC.C(C(C(=O)O)O)(C(=O)O)O. Drug 2: C1C(C(OC1N2C=NC3=C2NC=NCC3O)CO)O. Cell line: MALME-3M. Synergy scores: CSS=33.8, Synergy_ZIP=-1.64, Synergy_Bliss=-4.51, Synergy_Loewe=-16.7, Synergy_HSA=-4.18. (4) Drug 1: C1CCC(CC1)NC(=O)N(CCCl)N=O. Drug 2: CN1C(=O)N2C=NC(=C2N=N1)C(=O)N. Cell line: A498. Synergy scores: CSS=7.88, Synergy_ZIP=-2.15, Synergy_Bliss=2.86, Synergy_Loewe=-5.48, Synergy_HSA=0.105.